From a dataset of Full USPTO retrosynthesis dataset with 1.9M reactions from patents (1976-2016). Predict the reactants needed to synthesize the given product. (1) Given the product [CH3:51][O:52][CH2:53][CH2:54][O:55][CH2:56][CH2:57][O:58][CH2:59][CH2:60][NH:61][C:33]([C:30]1[CH:31]=[CH:32][C:27]([C:23]2[CH:24]=[CH:25][CH:26]=[C:21]([CH2:20][C@H:19]([NH:18][C:16]([C@H:13]3[CH2:14][CH2:15][C@H:10]([CH2:9][NH:8][C:6](=[O:7])[O:5][C:1]([CH3:2])([CH3:3])[CH3:4])[CH2:11][CH2:12]3)=[O:17])[C:37](=[O:50])[NH:38][C:39]3[CH:40]=[CH:41][C:42]([C:45]4[NH:49][N:48]=[N:47][N:46]=4)=[CH:43][CH:44]=3)[CH:22]=2)=[C:28]([CH3:36])[CH:29]=1)=[O:34], predict the reactants needed to synthesize it. The reactants are: [C:1]([O:5][C:6]([NH:8][CH2:9][C@H:10]1[CH2:15][CH2:14][C@H:13]([C:16]([NH:18][C@H:19]([C:37](=[O:50])[NH:38][C:39]2[CH:44]=[CH:43][C:42]([C:45]3[NH:49][N:48]=[N:47][N:46]=3)=[CH:41][CH:40]=2)[CH2:20][C:21]2[CH:22]=[C:23]([C:27]3[CH:32]=[CH:31][C:30]([C:33](O)=[O:34])=[CH:29][C:28]=3[CH3:36])[CH:24]=[CH:25][CH:26]=2)=[O:17])[CH2:12][CH2:11]1)=[O:7])([CH3:4])([CH3:3])[CH3:2].[CH3:51][O:52][CH2:53][CH2:54][O:55][CH2:56][CH2:57][O:58][CH2:59][CH2:60][NH2:61].F[P-](F)(F)(F)(F)F.CN(C(ON1C2=NC=CC=C2N=N1)=[N+](C)C)C.C(N(CC)C(C)C)(C)C. (2) Given the product [F:2][C:3]1[CH:8]=[CH:7][CH:6]=[CH:5][C:4]=1[N:9]([CH2:33][CH2:34][C:35]([OH:37])=[O:36])[C:10]([C:12]1[CH:32]=[CH:31][C:15]2[N:16]([CH3:30])[C:17]([CH2:19][NH:20][C:21]3[CH:26]=[CH:25][C:24]([C:27](=[NH:28])[NH2:29])=[CH:23][CH:22]=3)=[N:18][C:14]=2[CH:13]=1)=[O:11], predict the reactants needed to synthesize it. The reactants are: Cl.[F:2][C:3]1[CH:8]=[CH:7][CH:6]=[CH:5][C:4]=1[N:9]([CH2:33][CH2:34][C:35]([O:37]CC)=[O:36])[C:10]([C:12]1[CH:32]=[CH:31][C:15]2[N:16]([CH3:30])[C:17]([CH2:19][NH:20][C:21]3[CH:26]=[CH:25][C:24]([C:27](=[NH:29])[NH2:28])=[CH:23][CH:22]=3)=[N:18][C:14]=2[CH:13]=1)=[O:11].[OH-].[Na+]. (3) Given the product [CH3:1][C:2]1[CH:7]=[C:6]([C:8]2[CH:13]=[C:12]([NH2:14])[CH:11]=[C:10]([NH2:17])[CH:9]=2)[CH:5]=[CH:4][N:3]=1, predict the reactants needed to synthesize it. The reactants are: [CH3:1][C:2]1[CH:7]=[C:6]([C:8]2[CH:9]=[C:10]([NH2:17])[CH:11]=[C:12]([N+:14]([O-])=O)[CH:13]=2)[CH:5]=[CH:4][N:3]=1. (4) Given the product [CH3:1][O:2][C:3](=[O:24])[CH2:4][CH2:5][O:6][C:7]1[CH:12]=[CH:11][C:10]([NH:13][C:14]2[C:19]([NH2:20])=[CH:18][N:17]=[C:16]([Cl:23])[N:15]=2)=[CH:9][CH:8]=1, predict the reactants needed to synthesize it. The reactants are: [CH3:1][O:2][C:3](=[O:24])[CH2:4][CH2:5][O:6][C:7]1[CH:12]=[CH:11][C:10]([NH:13][C:14]2[C:19]([N+:20]([O-])=O)=[CH:18][N:17]=[C:16]([Cl:23])[N:15]=2)=[CH:9][CH:8]=1.[Sn](Cl)Cl.C(=O)([O-])[O-].[Na+].[Na+]. (5) Given the product [C:23]1([S:29]([N:16]2[C:17]3[C:22](=[CH:21][CH:20]=[CH:19][CH:18]=3)[C:14]([CH:10]3[CH2:11][CH2:12][CH2:13][NH:8][CH2:9]3)=[CH:15]2)(=[O:31])=[O:30])[CH:28]=[CH:27][CH:26]=[CH:25][CH:24]=1, predict the reactants needed to synthesize it. The reactants are: C(OC([N:8]1[CH2:13][CH2:12][CH2:11][CH:10]([C:14]2[C:22]3[C:17](=[CH:18][CH:19]=[CH:20][CH:21]=3)[NH:16][CH:15]=2)[CH2:9]1)=O)(C)(C)C.[C:23]1([S:29](Cl)(=[O:31])=[O:30])[CH:28]=[CH:27][CH:26]=[CH:25][CH:24]=1.CC(C)([O-])C.[K+].Cl. (6) Given the product [Cl:1][C:2]1[C:8]([C:9]2[N:10]=[C:11]([CH:22]3[CH2:23][CH2:24]3)[S:12][C:13]=2[C:14]2[CH:19]=[CH:18][N:17]=[C:16]([S:20][CH3:21])[N:15]=2)=[CH:7][CH:6]=[CH:5][C:3]=1[NH:4][S:28]([CH2:25][CH2:26][CH3:27])(=[O:30])=[O:29], predict the reactants needed to synthesize it. The reactants are: [Cl:1][C:2]1[C:8]([C:9]2[N:10]=[C:11]([CH:22]3[CH2:24][CH2:23]3)[S:12][C:13]=2[C:14]2[CH:19]=[CH:18][N:17]=[C:16]([S:20][CH3:21])[N:15]=2)=[CH:7][CH:6]=[CH:5][C:3]=1[NH2:4].[CH2:25]([S:28](Cl)(=[O:30])=[O:29])[CH2:26][CH3:27]. (7) Given the product [CH2:1]([O:8][C:9]([NH:11][C@:12]1([C:19]([O:21][CH2:22][CH3:23])=[O:20])[CH2:17][C:16](=[O:18])[NH:15][C:13]1=[O:14])=[O:10])[C:2]1[CH:7]=[CH:6][CH:5]=[CH:4][CH:3]=1, predict the reactants needed to synthesize it. The reactants are: [CH2:1]([O:8][C:9]([NH:11][C:12]1([C:19]([O:21][CH2:22][CH3:23])=[O:20])[CH2:17][C:16](=[O:18])[NH:15][C:13]1=[O:14])=[O:10])[C:2]1[CH:7]=[CH:6][CH:5]=[CH:4][CH:3]=1.C([O-])(=O)CC(CC([O-])=O)(C([O-])=O)O.[OH-].[Na+].S([O-])([O-])(=O)=O.[NH4+].[NH4+]. (8) Given the product [CH2:31]([S:33][C:2]1[C:3]([C:12]2[N:24]([CH3:25])[C:15]3=[N:16][CH:17]=[C:18]([C:20]([F:23])([F:22])[F:21])[CH:19]=[C:14]3[N:13]=2)=[N:4][CH:5]=[C:6]([C:8]([F:11])([F:10])[F:9])[CH:7]=1)[CH3:32], predict the reactants needed to synthesize it. The reactants are: Cl[C:2]1[C:3]([C:12]2[N:24]([CH3:25])[C:15]3=[N:16][CH:17]=[C:18]([C:20]([F:23])([F:22])[F:21])[CH:19]=[C:14]3[N:13]=2)=[N:4][CH:5]=[C:6]([C:8]([F:11])([F:10])[F:9])[CH:7]=1.CN(C=O)C.[CH2:31]([S-:33])[CH3:32].[Na+]. (9) The reactants are: [CH3:1][O:2][C:3]1[CH:8]=[C:7]([CH3:9])[C:6]([S:10]([N:13]([CH2:15][C:16]2[O:17][CH:18]=[C:19]([C:21](O)=[O:22])[N:20]=2)[CH3:14])(=[O:12])=[O:11])=[C:5]([CH3:24])[CH:4]=1.CCN=C=NCCCN(C)C.C1C=CC2N(O)N=NC=2C=1.Cl.Cl.[CH3:48][O:49][CH:50]1[CH2:55][CH2:54][N:53]([CH2:56][C:57]2[CH:62]=[CH:61][C:60]([CH2:63][NH:64][CH3:65])=[CH:59][CH:58]=2)[CH2:52][CH2:51]1. Given the product [CH3:1][O:2][C:3]1[CH:4]=[C:5]([CH3:24])[C:6]([S:10]([N:13]([CH2:15][C:16]2[O:17][CH:18]=[C:19]([C:21]([N:64]([CH2:63][C:60]3[CH:59]=[CH:58][C:57]([CH2:56][N:53]4[CH2:54][CH2:55][CH:50]([O:49][CH3:48])[CH2:51][CH2:52]4)=[CH:62][CH:61]=3)[CH3:65])=[O:22])[N:20]=2)[CH3:14])(=[O:12])=[O:11])=[C:7]([CH3:9])[CH:8]=1, predict the reactants needed to synthesize it.